This data is from TCR-epitope binding with 47,182 pairs between 192 epitopes and 23,139 TCRs. The task is: Binary Classification. Given a T-cell receptor sequence (or CDR3 region) and an epitope sequence, predict whether binding occurs between them. (1) The epitope is KLWAQCVQL. The TCR CDR3 sequence is CASSRGEVSYNEQFF. Result: 1 (the TCR binds to the epitope). (2) The epitope is EPLPQGQLTAY. The TCR CDR3 sequence is CATSGRDRPNNEQFF. Result: 0 (the TCR does not bind to the epitope). (3) The epitope is KLGGALQAK. The TCR CDR3 sequence is CASSQFTGESSGELFF. Result: 1 (the TCR binds to the epitope). (4) The epitope is GTITSGWTF. The TCR CDR3 sequence is CASSLGTGGINYGYTF. Result: 0 (the TCR does not bind to the epitope). (5) The epitope is EILDITPCSF. The TCR CDR3 sequence is CASSAGAGELFF. Result: 0 (the TCR does not bind to the epitope). (6) The epitope is GTSGSPIVNR. The TCR CDR3 sequence is CASSPGANGYTF. Result: 1 (the TCR binds to the epitope). (7) The epitope is TLIGDCATV. The TCR CDR3 sequence is CASSLGAGELFF. Result: 1 (the TCR binds to the epitope).